This data is from Reaction yield outcomes from USPTO patents with 853,638 reactions. The task is: Predict the reaction yield, written as a fraction of the theoretical maximum amount of product (1.0 means a 100% yield; for example, 0.34 means a 34% yield). (1) The reactants are [N+:1]([C:4]1[CH:9]=[CH:8][C:7]([O:10][CH3:11])=[CH:6][C:5]=1[OH:12])([O-])=O.[H][H].C1C[O:18][CH2:17][CH2:16]1. The catalyst is [Pd]. The product is [OH:12][C:5]1[CH:6]=[C:7]([O:10][CH3:11])[CH:8]=[CH:9][C:4]=1[NH:1][C:17](=[O:18])[CH3:16]. The yield is 0.800. (2) The reactants are C(OC([N:8]1[CH2:13][CH2:12][CH:11]([NH:14][C:15]([C:17]2[C:21]([CH3:22])=[C:20]([C:23]3[CH:28]=[CH:27][C:26]([Cl:29])=[CH:25][CH:24]=3)[N:19]([C:30]3[CH:35]=[CH:34][C:33]([Cl:36])=[CH:32][C:31]=3[Cl:37])[N:18]=2)=[O:16])[CH2:10][CH2:9]1)=O)(C)(C)C.FC(F)(F)C(O)=O. The catalyst is ClCCl. The product is [Cl:29][C:26]1[CH:27]=[CH:28][C:23]([C:20]2[N:19]([C:30]3[CH:35]=[CH:34][C:33]([Cl:36])=[CH:32][C:31]=3[Cl:37])[N:18]=[C:17]([C:15]([NH:14][CH:11]3[CH2:12][CH2:13][NH:8][CH2:9][CH2:10]3)=[O:16])[C:21]=2[CH3:22])=[CH:24][CH:25]=1. The yield is 0.950. (3) The reactants are [NH2:1][C:2]1[N:7]=[C:6]([C:8]2[O:9][CH:10]=[CH:11][CH:12]=2)[C:5]([C:13]#[N:14])=[C:4]([NH:15][CH2:16][C:17]2[CH:22]=[CH:21][C:20]([C:23]([CH3:25])=[CH2:24])=[CH:19][CH:18]=2)[N:3]=1.[H][H]. The catalyst is C(O)C.O1CCOCC1.[Pd]. The product is [NH2:1][C:2]1[N:7]=[C:6]([C:8]2[O:9][CH:10]=[CH:11][CH:12]=2)[C:5]([C:13]#[N:14])=[C:4]([NH:15][CH2:16][C:17]2[CH:18]=[CH:19][C:20]([CH:23]([CH3:25])[CH3:24])=[CH:21][CH:22]=2)[N:3]=1. The yield is 0.0100. (4) The reactants are [Br:1]Br.[Cl:3][C:4]1[CH:5]=[CH:6][C:7]([O:10][CH3:11])=[N:8][CH:9]=1.C([O-])(=O)C.[Na+].C(OCC)C. The product is [Br:1][C:6]1[C:7]([O:10][CH3:11])=[N:8][CH:9]=[C:4]([Cl:3])[CH:5]=1. The yield is 0.640. The catalyst is C(O)(=O)C.O. (5) The catalyst is CS(C)=O. The product is [CH3:12][N:11]([CH3:13])[CH2:10][CH2:9][N:8]([CH3:14])[C:5]1[CH:6]=[CH:7][C:2]([B:15]2[O:19][C:18]([CH3:21])([CH3:20])[C:17]([CH3:23])([CH3:22])[O:16]2)=[CH:3][CH:4]=1. The yield is 0.340. The reactants are I[C:2]1[CH:7]=[CH:6][C:5]([N:8]([CH3:14])[CH2:9][CH2:10][N:11]([CH3:13])[CH3:12])=[CH:4][CH:3]=1.[B:15]1([B:15]2[O:19][C:18]([CH3:21])([CH3:20])[C:17]([CH3:23])([CH3:22])[O:16]2)[O:19][C:18]([CH3:21])([CH3:20])[C:17]([CH3:23])([CH3:22])[O:16]1.CC([O-])=O.[K+]. (6) The reactants are COC1C=CC(C[N:8]2[C:12]3=[N:13][CH:14]=[C:15]([C:17]([O:19]CC)=[O:18])[CH:16]=[C:11]3[CH:10]=[N:9]2)=CC=1. The yield is 0.800. The catalyst is C(O)(C(F)(F)F)=O. The product is [NH:8]1[C:12]2=[N:13][CH:14]=[C:15]([C:17]([OH:19])=[O:18])[CH:16]=[C:11]2[CH:10]=[N:9]1. (7) The reactants are [CH:1]([Si:4]([C:11]#[CH:12])([CH:8]([CH3:10])[CH3:9])[CH:5]([CH3:7])[CH3:6])([CH3:3])[CH3:2].C([Li])[CH2:14][CH2:15][CH3:16].[Br:18][C:19]1[CH:32]=[CH:31][C:30]2[C:29](=O)[C:28]3[C:23](=[CH:24][CH:25]=[C:26]([Br:34])[CH:27]=3)[C:22](=O)[C:21]=2[CH:20]=1.[Sn](Cl)Cl. The catalyst is Cl.O.C1COCC1.CCCCCC. The product is [Br:18][C:19]1[CH:32]=[CH:31][C:30]2[C:21](=[C:22]([C:2]#[C:1][Si:4]([CH:8]([CH3:10])[CH3:9])([CH:15]([CH3:16])[CH3:14])[CH:5]([CH3:7])[CH3:6])[C:23]3[C:28]([C:29]=2[C:12]#[C:11][Si:4]([CH:5]([CH3:6])[CH3:7])([CH:1]([CH3:3])[CH3:2])[CH:8]([CH3:10])[CH3:9])=[CH:27][C:26]([Br:34])=[CH:25][CH:24]=3)[CH:20]=1. The yield is 0.820.